This data is from Retrosynthesis with 50K atom-mapped reactions and 10 reaction types from USPTO. The task is: Predict the reactants needed to synthesize the given product. (1) Given the product COc1cc(C=CC(=O)c2ccccc2)ccc1C=CC(=O)O, predict the reactants needed to synthesize it. The reactants are: COc1cc(C=CC(=O)c2ccccc2)ccc1C=CC(=O)OC(C)(C)C. (2) Given the product Cc1ccc(S(=O)(=O)n2ccc3c(N[C@@H]4CC[C@@H]5C[C@H](Nc6cc(F)cc(Cl)c6)C(=O)N5C4)ncnc32)cc1, predict the reactants needed to synthesize it. The reactants are: Cc1ccc(S(=O)(=O)n2ccc3c(N[C@@H]4CC[C@@H]5C[C@H](N)C(=O)N5C4)ncnc32)cc1.OB(O)c1cc(F)cc(Cl)c1. (3) Given the product CN(C)CCCN1C(=O)S/C(=C\c2ccc3c(ccn3Cc3ccc(C#N)cc3C(F)(F)F)c2)C1=O, predict the reactants needed to synthesize it. The reactants are: CN(C)CCCCl.N#Cc1ccc(Cn2ccc3cc(/C=C4\SC(=O)NC4=O)ccc32)c(C(F)(F)F)c1. (4) Given the product Clc1ccc(CC2CCCCCN2)cc1, predict the reactants needed to synthesize it. The reactants are: Clc1ccc(CC2=NCCCCC2)cc1. (5) The reactants are: COC(=O)CCc1cccc(CNCc2ccc3c(c2)OCO3)c1.O=S(=O)(Cl)c1ccc(F)cc1. Given the product COC(=O)CCc1cccc(CN(Cc2ccc3c(c2)OCO3)S(=O)(=O)c2ccc(F)cc2)c1, predict the reactants needed to synthesize it. (6) Given the product O=C(CCN1CCN(c2cc(F)c(O)cc2F)CC1)c1ccccc1, predict the reactants needed to synthesize it. The reactants are: COc1cc(F)c(N2CCN(CCC(=O)c3ccccc3)CC2)cc1F. (7) The reactants are: CC1(C)OC[C@H](CCO)O1.CSc1ncc2cc(-c3ccc(-c4cncc(C)n4)cc3Cl)c(=O)[nH]c2n1. Given the product CSc1ncc2cc(-c3ccc(-c4cncc(C)n4)cc3Cl)c(=O)n(CC[C@H]3COC(C)(C)O3)c2n1, predict the reactants needed to synthesize it. (8) Given the product CCCCC(CC)CNCCCOc1ccc2ccccc2c1, predict the reactants needed to synthesize it. The reactants are: CCCCC(CC)CN.ClCCCOc1ccc2ccccc2c1. (9) Given the product COc1ccc2c(c1)S[C@H](CCCN1CCN(c3ccccc3)CC1)[C@H](O)CO2, predict the reactants needed to synthesize it. The reactants are: COc1ccc2c(c1)SC(CCCCl)C(O)CO2.c1ccc(N2CCNCC2)cc1.